This data is from Forward reaction prediction with 1.9M reactions from USPTO patents (1976-2016). The task is: Predict the product of the given reaction. (1) Given the reactants [C:1]([O:5][C:6]([N:8]1[CH2:13][CH2:12][CH:11]([NH:14][C:15](=[O:28])[C:16]2[CH:21]=[C:20]([O:22][CH3:23])[CH:19]=[C:18]([O:24][CH2:25][C:26]#[N:27])[CH:17]=2)[CH2:10][CH2:9]1)=[O:7])([CH3:4])([CH3:3])[CH3:2].C(=O)([O-])[O-:30].[K+].[K+].OO, predict the reaction product. The product is: [C:1]([O:5][C:6]([N:8]1[CH2:13][CH2:12][CH:11]([NH:14][C:15](=[O:28])[C:16]2[CH:21]=[C:20]([O:22][CH3:23])[CH:19]=[C:18]([O:24][CH2:25][C:26](=[O:30])[NH2:27])[CH:17]=2)[CH2:10][CH2:9]1)=[O:7])([CH3:4])([CH3:2])[CH3:3]. (2) Given the reactants [Cl:1][C:2]1[CH:3]=[C:4]([C:9]2([C:24]([F:27])([F:26])[F:25])[O:13][N:12]=[C:11]([C:14]3[CH:22]=[CH:21][C:17]([CH:18]=NO)=[C:16]([CH3:23])[CH:15]=3)[CH2:10]2)[CH:5]=[C:6]([Cl:8])[CH:7]=1.C([SiH](CC)CC)C.C(=O)([O-])[O-:36].[Na+].[Na+], predict the reaction product. The product is: [Cl:1][C:2]1[CH:3]=[C:4]([C:9]2([C:24]([F:27])([F:26])[F:25])[O:13][N:12]=[C:11]([C:14]3[CH:22]=[CH:21][C:17]([CH:18]=[O:36])=[C:16]([CH3:23])[CH:15]=3)[CH2:10]2)[CH:5]=[C:6]([Cl:8])[CH:7]=1.